Dataset: Catalyst prediction with 721,799 reactions and 888 catalyst types from USPTO. Task: Predict which catalyst facilitates the given reaction. (1) Reactant: [F:1][C:2]([F:22])([F:21])[CH:3]([C:5]1[CH:10]=[CH:9][C:8]([S:11]([CH3:14])(=[O:13])=[O:12])=[CH:7][C:6]=1[C:15]1[CH:20]=[CH:19][CH:18]=[CH:17][CH:16]=1)[OH:4].CC(OI1(OC(C)=O)(OC(C)=O)OC(=O)C2C=CC=CC1=2)=O. Product: [F:22][C:2]([F:1])([F:21])[C:3]([C:5]1[CH:10]=[CH:9][C:8]([S:11]([CH3:14])(=[O:13])=[O:12])=[CH:7][C:6]=1[C:15]1[CH:16]=[CH:17][CH:18]=[CH:19][CH:20]=1)=[O:4]. The catalyst class is: 2. (2) Reactant: [Br:1][C:2]1[CH:3]=[C:4]([CH2:20][C:21]([CH3:29])([CH3:28])[CH2:22][C:23]([O:25]CC)=[O:24])[CH:5]=[C:6]([F:19])[C:7]=1[O:8][CH2:9][CH2:10][CH2:11][NH:12][C:13]1[CH:18]=[CH:17][CH:16]=[CH:15][N:14]=1.FC(F)(F)C(O)=O. Product: [Br:1][C:2]1[CH:3]=[C:4]([CH2:20][C:21]([CH3:29])([CH3:28])[CH2:22][C:23]([OH:25])=[O:24])[CH:5]=[C:6]([F:19])[C:7]=1[O:8][CH2:9][CH2:10][CH2:11][NH:12][C:13]1[CH:18]=[CH:17][CH:16]=[CH:15][N:14]=1. The catalyst class is: 273. (3) Reactant: [CH:1]1([CH2:4][O:5][C:6]2[CH:14]=[CH:13][C:9]([C:10]([OH:12])=O)=[CH:8][C:7]=2[C:15]#[C:16][C:17]2[CH:22]=[CH:21][CH:20]=[CH:19][N:18]=2)[CH2:3][CH2:2]1.[N:23]1[CH:28]=[CH:27][CH:26]=[CH:25][C:24]=1[N:29]1[CH2:34][CH2:33][NH:32][CH2:31][CH2:30]1.C(N(CC)CC)C.C1C=CC2N(O)N=NC=2C=1.C(Cl)CCl. Product: [CH:1]1([CH2:4][O:5][C:6]2[CH:14]=[CH:13][C:9]([C:10]([N:32]3[CH2:33][CH2:34][N:29]([C:24]4[CH:25]=[CH:26][CH:27]=[CH:28][N:23]=4)[CH2:30][CH2:31]3)=[O:12])=[CH:8][C:7]=2[C:15]#[C:16][C:17]2[CH:22]=[CH:21][CH:20]=[CH:19][N:18]=2)[CH2:2][CH2:3]1. The catalyst class is: 2. (4) Reactant: [C:1]([O:5][C:6](=[O:13])[CH2:7][CH2:8][CH2:9][C:10](O)=[O:11])([CH3:4])([CH3:3])[CH3:2].C(Cl)(=O)C([Cl:17])=O. Product: [Cl:17][C:10](=[O:11])[CH2:9][CH2:8][CH2:7][C:6]([O:5][C:1]([CH3:4])([CH3:3])[CH3:2])=[O:13]. The catalyst class is: 59. (5) Reactant: [CH3:1][N:2]([CH3:7])[S:3](Cl)(=[O:5])=[O:4].[F:8][C:9]1[CH:14]=[CH:13][C:12]([C:15]2[N:16]=[C:17]([C:20]3[CH:21]=[CH:22][C:23]([N:26]4[CH2:31][CH2:30][NH:29][CH2:28][CH2:27]4)=[N:24][CH:25]=3)[NH:18][CH:19]=2)=[CH:11][CH:10]=1.N1C=CC=CC=1. Product: [CH3:1][N:2]([CH3:7])[S:3]([N:29]1[CH2:28][CH2:27][N:26]([C:23]2[CH:22]=[CH:21][C:20]([C:17]3[NH:18][CH:19]=[C:15]([C:12]4[CH:13]=[CH:14][C:9]([F:8])=[CH:10][CH:11]=4)[N:16]=3)=[CH:25][N:24]=2)[CH2:31][CH2:30]1)(=[O:5])=[O:4]. The catalyst class is: 1. (6) Product: [C:17]([C:16]1[CH:19]=[CH:20][CH:21]=[CH:22][C:15]=1[O:1][C:2]1[CH:3]=[N:4][C:5]2[C:10]([CH:11]=1)=[CH:9][CH:8]=[CH:7][CH:6]=2)#[N:18]. The catalyst class is: 60. Reactant: [OH:1][C:2]1[CH:3]=[N:4][C:5]2[C:10]([CH:11]=1)=[CH:9][CH:8]=[CH:7][CH:6]=2.[H-].[Na+].F[C:15]1[CH:22]=[CH:21][CH:20]=[CH:19][C:16]=1[C:17]#[N:18].